This data is from Reaction yield outcomes from USPTO patents with 853,638 reactions. The task is: Predict the reaction yield, written as a fraction of the theoretical maximum amount of product (1.0 means a 100% yield; for example, 0.34 means a 34% yield). The catalyst is Cl. The reactants are [Al+3].[Cl-].[Cl-].[Cl-].[F:5][C:6]1[CH:11]=[CH:10][CH:9]=[CH:8][CH:7]=1.[C:12]1(=[O:19])[O:18][C:16](=[O:17])[CH2:15][CH2:14][CH2:13]1. The yield is 0.793. The product is [F:5][C:6]1[CH:11]=[CH:10][C:9]([C:12]([CH2:13][CH2:14][CH2:15][C:16]([OH:18])=[O:17])=[O:19])=[CH:8][CH:7]=1.